From a dataset of Full USPTO retrosynthesis dataset with 1.9M reactions from patents (1976-2016). Predict the reactants needed to synthesize the given product. (1) Given the product [C:1]([O:4][C@@H:5]1[CH2:21][CH:20]2[C@@:8]([CH2:24][OH:25])([CH:9]3[CH:17]([CH2:18][CH2:19]2)[CH:16]2[C@@:12]([CH3:23])([C:13](=[O:22])[CH2:14][CH2:15]2)[CH2:11][CH2:10]3)[CH2:7][CH2:6]1)(=[O:3])[CH3:2], predict the reactants needed to synthesize it. The reactants are: [C:1]([O:4][C@@H:5]1[CH2:21][C:20]2[C@@:8]([CH2:24][OH:25])([CH:9]3[CH:17]([CH2:18][CH:19]=2)[CH:16]2[C@@:12]([CH3:23])([C:13](=[O:22])[CH2:14][CH2:15]2)[CH2:11][CH2:10]3)[CH2:7][CH2:6]1)(=[O:3])[CH3:2].[H][H]. (2) Given the product [CH3:17][O:16][CH2:15][CH2:14][O:13][CH2:12][CH2:11][O:1][C:2]1[CH:3]=[C:4]([CH:7]=[CH:8][CH:9]=1)[CH:5]=[O:6], predict the reactants needed to synthesize it. The reactants are: [OH:1][C:2]1[CH:3]=[C:4]([CH:7]=[CH:8][CH:9]=1)[CH:5]=[O:6].Br[CH2:11][CH2:12][O:13][CH2:14][CH2:15][O:16][CH3:17].C(=O)([O-])[O-].[K+].[K+]. (3) Given the product [C:29]([O:28][C:26]([NH:25][C@@H:7]1[C:6]2[S:5][CH:4]=[N:3][C:2]=2/[C:11](=[CH:12]/[C:13]([O:15][CH3:16])=[O:14])/[CH2:10][CH2:9][C@H:8]1[C:17]1[CH:22]=[CH:21][CH:20]=[C:19]([F:23])[C:18]=1[F:24])=[O:27])([CH3:32])([CH3:31])[CH3:30], predict the reactants needed to synthesize it. The reactants are: Br[C:2]1[N:3]=[CH:4][S:5][C:6]=1[C@@H:7]([NH:25][C:26]([O:28][C:29]([CH3:32])([CH3:31])[CH3:30])=[O:27])[C@H:8]([C:17]1[CH:22]=[CH:21][CH:20]=[C:19]([F:23])[C:18]=1[F:24])[CH2:9][CH2:10]/[CH:11]=[CH:12]/[C:13]([O:15][CH3:16])=[O:14].CN(C1CCCCC1)C1CCCCC1. (4) The reactants are: [Cl:1][C:2]1[CH:10]=[CH:9][CH:8]=[C:7]2[C:3]=1[C:4]([C:11]([NH:13][CH2:14][CH:15]1[CH2:20][CH2:19][C:18]([F:22])([F:21])[CH2:17][CH2:16]1)=[O:12])=[CH:5][NH:6]2.O[CH2:24][C@@H:25]1[CH2:29][CH2:28][CH2:27][N:26]1C(OC(C)(C)C)=O.C(O)(C(F)(F)F)=O. Given the product [Cl:1][C:2]1[CH:10]=[CH:9][CH:8]=[C:7]2[C:3]=1[C:4]([C:11]([NH:13][CH2:14][CH:15]1[CH2:20][CH2:19][C:18]([F:21])([F:22])[CH2:17][CH2:16]1)=[O:12])=[CH:5][N:6]2[CH2:24][C@@H:25]1[CH2:29][CH2:28][CH2:27][NH:26]1, predict the reactants needed to synthesize it. (5) Given the product [C:13]([NH:7][CH2:6][C:5]1[CH:8]=[CH:9][C:10]([F:11])=[C:3]([Br:2])[CH:4]=1)([O:15][C:16]([CH3:19])([CH3:18])[CH3:17])=[O:12], predict the reactants needed to synthesize it. The reactants are: Cl.[Br:2][C:3]1[CH:4]=[C:5]([CH:8]=[CH:9][C:10]=1[F:11])[CH2:6][NH2:7].[O:12](C(OC(C)(C)C)=O)[C:13]([O:15][C:16]([CH3:19])([CH3:18])[CH3:17])=O. (6) The reactants are: [NH:1]1[CH2:5][CH2:4][CH2:3][CH2:2]1.[Cl:6][C:7]1[C:16]2[C:11](=[CH:12][CH:13]=[C:14]([S:17](Cl)(=[O:19])=[O:18])[CH:15]=2)[C:10]([Cl:21])=[CH:9][N:8]=1. Given the product [Cl:6][C:7]1[C:16]2[C:11](=[CH:12][CH:13]=[C:14]([S:17]([N:1]3[CH2:5][CH2:4][CH2:3][CH2:2]3)(=[O:19])=[O:18])[CH:15]=2)[C:10]([Cl:21])=[CH:9][N:8]=1, predict the reactants needed to synthesize it. (7) Given the product [OH:1][C:2]1[C:7]([CH3:8])=[C:6]([CH3:9])[C:5]([O:10][CH:15]2[CH2:16][CH2:17][CH2:18][CH2:19][O:14]2)=[CH:4][C:3]=1[C:11](=[O:13])[CH3:12], predict the reactants needed to synthesize it. The reactants are: [OH:1][C:2]1[C:7]([CH3:8])=[C:6]([CH3:9])[C:5]([OH:10])=[CH:4][C:3]=1[C:11](=[O:13])[CH3:12].[O:14]1[CH:19]=[CH:18][CH2:17][CH2:16][CH2:15]1.C1(C)C=CC(S([O-])(=O)=O)=CC=1.[NH+]1C=CC=CC=1. (8) Given the product [ClH:40].[ClH:40].[NH2:7][CH2:8][CH2:9][N:10]1[C:18]2[C:17]([NH:19][C:20]3[CH:25]=[CH:24][C:23]([O:26][C:27]4[CH:32]=[CH:31][CH:30]=[C:29](/[CH:33]=[CH:34]/[CH:35]5[CH2:36][CH2:37]5)[CH:28]=4)=[C:22]([CH3:38])[CH:21]=3)=[N:16][CH:15]=[N:14][C:13]=2[CH:12]=[CH:11]1, predict the reactants needed to synthesize it. The reactants are: C(OC(=O)[NH:7][CH2:8][CH2:9][N:10]1[C:18]2[C:17]([NH:19][C:20]3[CH:25]=[CH:24][C:23]([O:26][C:27]4[CH:32]=[CH:31][CH:30]=[C:29](/[CH:33]=[CH:34]/[CH:35]5[CH2:37][CH2:36]5)[CH:28]=4)=[C:22]([CH3:38])[CH:21]=3)=[N:16][CH:15]=[N:14][C:13]=2[CH:12]=[CH:11]1)(C)(C)C.[ClH:40]. (9) Given the product [C:18]1([C@H:16]([N:15]2[C:11]3[C:10]4[CH:9]=[CH:8][CH:7]=[CH:6][C:5]=4[N:4]=[C:3]([NH2:25])[C:12]=3[N:13]=[C:14]2[NH2:24])[CH3:17])[CH:23]=[CH:22][CH:21]=[CH:20][CH:19]=1, predict the reactants needed to synthesize it. The reactants are: Br.Cl[C:3]1[C:12]2[N:13]=[C:14]([NH2:24])[N:15]([C@@H:16]([C:18]3[CH:23]=[CH:22][CH:21]=[CH:20][CH:19]=3)[CH3:17])[C:11]=2[C:10]2[CH:9]=[CH:8][CH:7]=[CH:6][C:5]=2[N:4]=1.[NH3:25].